Dataset: Forward reaction prediction with 1.9M reactions from USPTO patents (1976-2016). Task: Predict the product of the given reaction. Given the reactants I[C:2]1[C:7]([O:8][C:9]2[C:18]3[C:13](=[CH:14][C:15]([O:21][CH3:22])=[C:16]([O:19][CH3:20])[CH:17]=3)[N:12]=[CH:11][CH:10]=2)=[CH:6][CH:5]=[C:4]([CH3:23])[N:3]=1.[CH3:24][Si:25]([C:28]#[CH:29])([CH3:27])[CH3:26].C(N(C(C)C)CC)(C)C, predict the reaction product. The product is: [CH3:20][O:19][C:16]1[CH:17]=[C:18]2[C:13](=[CH:14][C:15]=1[O:21][CH3:22])[N:12]=[CH:11][CH:10]=[C:9]2[O:8][C:7]1[C:2]([C:29]#[C:28][Si:25]([CH3:27])([CH3:26])[CH3:24])=[N:3][C:4]([CH3:23])=[CH:5][CH:6]=1.